This data is from Catalyst prediction with 721,799 reactions and 888 catalyst types from USPTO. The task is: Predict which catalyst facilitates the given reaction. (1) Reactant: [NH2:1][C:2]1[CH:16]=[CH:15][C:5]([CH2:6][NH:7][C:8](=[O:14])[O:9][C:10]([CH3:13])([CH3:12])[CH3:11])=[CH:4][CH:3]=1.F[C:18]1[CH:23]=[CH:22][CH:21]=[CH:20][C:19]=1[N+:24]([O-:26])=[O:25].C(=O)([O-])[O-].[K+].[K+]. Product: [N+:24]([C:19]1[CH:20]=[CH:21][CH:22]=[CH:23][C:18]=1[NH:1][C:2]1[CH:16]=[CH:15][C:5]([CH2:6][NH:7][C:8](=[O:14])[O:9][C:10]([CH3:12])([CH3:13])[CH3:11])=[CH:4][CH:3]=1)([O-:26])=[O:25]. The catalyst class is: 13. (2) Reactant: [Cl:1][C:2]1[CH:7]=[CH:6][C:5]([CH3:8])=[CH:4][C:3]=1[OH:9].[C:10](=O)([O-])[O-].[K+].[K+].CI. Product: [Cl:1][C:2]1[CH:7]=[CH:6][C:5]([CH3:8])=[CH:4][C:3]=1[O:9][CH3:10]. The catalyst class is: 9. (3) The catalyst class is: 7. Product: [C:8]([O:7][C:1](=[O:6])[CH2:2][C:3](=[O:4])[CH2:5][CH2:25][C:22]1[CH:23]=[CH:24][C:19]([C:33]2[CH:34]=[CH:35][CH:36]=[CH:37][CH:38]=2)=[CH:20][CH:21]=1)([CH3:11])([CH3:10])[CH3:9]. Reactant: [C:1]([O:7][C:8]([CH3:11])([CH3:10])[CH3:9])(=[O:6])[CH2:2][C:3]([CH3:5])=[O:4].[H-].[Na+].C([Li])CCC.[C:19]1([C:33]2[CH:38]=[CH:37][CH:36]=[CH:35][CH:34]=2)[CH:24]=[CH:23][C:22]([CH:25](C(O)CC)C(O)=O)=[CH:21][CH:20]=1.Cl.